From a dataset of Forward reaction prediction with 1.9M reactions from USPTO patents (1976-2016). Predict the product of the given reaction. The product is: [C:1]1([S:7]([N:10]2[C:14]3=[N:15][CH:16]=[C:17]([F:19])[CH:18]=[C:13]3[CH:12]=[C:11]2[C:20]([C:43]2[CH:44]=[CH:45][C:40]([S:37]([CH3:36])(=[O:39])=[O:38])=[CH:41][CH:42]=2)=[CH:21][CH:22]([CH3:23])[CH3:24])(=[O:9])=[O:8])[CH:2]=[CH:3][CH:4]=[CH:5][CH:6]=1. Given the reactants [C:1]1([S:7]([N:10]2[C:14]3=[N:15][CH:16]=[C:17]([F:19])[CH:18]=[C:13]3[CH:12]=[C:11]2[C:20](OS(C2C=CC(C)=CC=2)(=O)=O)=[CH:21][CH:22]([CH3:24])[CH3:23])(=[O:9])=[O:8])[CH:6]=[CH:5][CH:4]=[CH:3][CH:2]=1.[CH3:36][S:37]([C:40]1[CH:45]=[CH:44][C:43](B(O)O)=[CH:42][CH:41]=1)(=[O:39])=[O:38].C(=O)([O-])[O-].[Na+].[Na+], predict the reaction product.